From a dataset of Peptide-MHC class I binding affinity with 185,985 pairs from IEDB/IMGT. Regression. Given a peptide amino acid sequence and an MHC pseudo amino acid sequence, predict their binding affinity value. This is MHC class I binding data. (1) The MHC is HLA-C07:02 with pseudo-sequence HLA-C07:02. The binding affinity (normalized) is 0.305. The peptide sequence is WMMAMRYPI. (2) The peptide sequence is IAFCNWAFV. The MHC is HLA-B58:01 with pseudo-sequence HLA-B58:01. The binding affinity (normalized) is 0.0847.